This data is from Catalyst prediction with 721,799 reactions and 888 catalyst types from USPTO. The task is: Predict which catalyst facilitates the given reaction. Reactant: FC(F)(F)S(O[CH2:7][C:8]([F:19])([F:18])[C:9]([F:17])([F:16])[C:10]([F:15])([F:14])[CH:11]([F:13])[F:12])(=O)=O.C(=O)([O-])[O-].[K+].[K+].[C:28](#[N:32])[CH2:29][C:30]#[N:31].Cl. Product: [F:18][C:8]([F:19])([C:9]([F:16])([F:17])[C:10]([F:14])([F:15])[CH:11]([F:13])[F:12])[CH2:7][C:29]([CH2:7][C:8]([F:18])([F:19])[C:9]([F:16])([F:17])[C:10]([F:14])([F:15])[CH:11]([F:12])[F:13])([C:28]#[N:32])[C:30]#[N:31]. The catalyst class is: 16.